Dataset: PAMPA (Parallel Artificial Membrane Permeability Assay) permeability data from NCATS. Task: Regression/Classification. Given a drug SMILES string, predict its absorption, distribution, metabolism, or excretion properties. Task type varies by dataset: regression for continuous measurements (e.g., permeability, clearance, half-life) or binary classification for categorical outcomes (e.g., BBB penetration, CYP inhibition). Dataset: pampa_ncats. (1) The compound is C1=CN2C(=CC(=N2)C(=O)NC3=CC=C(C=C3)S(=O)(=O)N)N=C1. The result is 1 (high permeability). (2) The result is 1 (high permeability). The molecule is CC1=CN=C(C=N1)CNC2=NC(=NC3=CC=CC=C32)C4=CC=CC=C4OC. (3) The compound is CC(C)CCN1C2=C(N=C1OC3=CC=C(C=C3)C(=O)OC)N(C(=O)N(C2=O)C)C. The result is 1 (high permeability). (4) The molecule is C1CN(CCC1C(=O)N)C2=NC(=CS2)C3=CC(=CC=C3)Cl. The result is 1 (high permeability). (5) The result is 1 (high permeability). The drug is CCN(CC)C(=O)C1=CC2=C(C=C1)N(C=N2)C3=CC=CC(=C3)C. (6) The compound is CN1C2=CC=CC=C2C(=O)C3=C1N=C(N(C3=O)C4=CC=CC=C4)C5CCCCC5. The result is 1 (high permeability). (7) The molecule is C1CC12CN(C[C@@H]2N)C3=C(C=C4C(=C3Cl)N(C=C(C4=O)C(=O)O)C5C[C@@H]5F)F. The result is 0 (low-to-moderate permeability). (8) The compound is CC1=C(NC(=C1C(=O)C)C)C(=O)NC2=CC(=CC=C2)S(=O)(=O)N3CCOCC3. The result is 1 (high permeability). (9) The molecule is COC1=NC(=C(C=C1)C(=O)NC2CCN(CC2)C3=CC(=O)N(N=C3)CC4CC4)OC. The result is 1 (high permeability). (10) The drug is CC1=CC(=NO1)N[S+](=O)(C2=CC=C(C=C2)NC(=O)CC3=CC(=C(C=C3)F)F)[O-]. The result is 0 (low-to-moderate permeability).